From a dataset of Full USPTO retrosynthesis dataset with 1.9M reactions from patents (1976-2016). Predict the reactants needed to synthesize the given product. (1) Given the product [C:12]([O:16][C:17](=[O:23])[NH:18][CH2:19][CH2:20][CH2:21][NH:22][C:10]([NH:9][C:1](=[O:8])[C:2]1[CH:7]=[CH:6][CH:5]=[CH:4][CH:3]=1)=[S:11])([CH3:15])([CH3:13])[CH3:14], predict the reactants needed to synthesize it. The reactants are: [C:1]([N:9]=[C:10]=[S:11])(=[O:8])[C:2]1[CH:7]=[CH:6][CH:5]=[CH:4][CH:3]=1.[C:12]([O:16][C:17](=[O:23])[NH:18][CH2:19][CH2:20][CH2:21][NH2:22])([CH3:15])([CH3:14])[CH3:13]. (2) Given the product [S:3]1[CH:44]=[CH:43][N:2]=[C:1]1[C:4]1([NH:7][C:8]([C:10]2([NH:13][C:14]([C:16]3[N:20]4[C@@:21]([CH2:34][C:35]5[CH:40]=[CH:39][C:38]([C:41]#[N:42])=[CH:37][CH:36]=5)([CH3:33])[C:22](=[O:32])[N:23]([C:24]5[CH:25]=[C:26]([Cl:31])[CH:27]=[C:28]([Cl:30])[CH:29]=5)[C:19]4=[N:18][CH:17]=3)=[O:15])[CH2:12][CH2:11]2)=[O:9])[CH2:6][CH2:5]1, predict the reactants needed to synthesize it. The reactants are: [C:1]([C:4]1([NH:7][C:8]([C:10]2([NH:13][C:14]([C:16]3[N:20]4[C@@:21]([CH2:34][C:35]5[CH:40]=[CH:39][C:38]([C:41]#[N:42])=[CH:37][CH:36]=5)([CH3:33])[C:22](=[O:32])[N:23]([C:24]5[CH:29]=[C:28]([Cl:30])[CH:27]=[C:26]([Cl:31])[CH:25]=5)[C:19]4=[N:18][CH:17]=3)=[O:15])[CH2:12][CH2:11]2)=[O:9])[CH2:6][CH2:5]1)(=[S:3])[NH2:2].[CH2:43](OC(OCC)CBr)[CH3:44].Cl.O1CCOCC1. (3) Given the product [CH2:1]([O:8][C:9]1[CH:10]=[C:11]([CH:12]=[O:13])[CH:14]=[CH:15][C:16]=1[C:21]1[CH:20]=[C:19]([F:18])[CH:24]=[CH:23][C:22]=1[O:28][CH3:29])[C:2]1[CH:7]=[CH:6][CH:5]=[CH:4][CH:3]=1, predict the reactants needed to synthesize it. The reactants are: [CH2:1]([O:8][C:9]1[CH:10]=[C:11]([CH:14]=[CH:15][C:16]=1I)[CH:12]=[O:13])[C:2]1[CH:7]=[CH:6][CH:5]=[CH:4][CH:3]=1.[F:18][C:19]1[CH:20]=[CH:21][C:22]([O:28][CH3:29])=[C:23](B(O)O)[CH:24]=1.C(=O)([O-])[O-].[K+].[K+].